From a dataset of NCI-60 drug combinations with 297,098 pairs across 59 cell lines. Regression. Given two drug SMILES strings and cell line genomic features, predict the synergy score measuring deviation from expected non-interaction effect. (1) Drug 1: COC1=CC(=CC(=C1O)OC)C2C3C(COC3=O)C(C4=CC5=C(C=C24)OCO5)OC6C(C(C7C(O6)COC(O7)C8=CC=CS8)O)O. Drug 2: C1=NNC2=C1C(=O)NC=N2. Cell line: SK-MEL-2. Synergy scores: CSS=40.7, Synergy_ZIP=2.23, Synergy_Bliss=2.50, Synergy_Loewe=-72.9, Synergy_HSA=-1.23. (2) Drug 1: C1C(C(OC1N2C=NC3=C(N=C(N=C32)Cl)N)CO)O. Drug 2: CC1=C2C(C(=O)C3(C(CC4C(C3C(C(C2(C)C)(CC1OC(=O)C(C(C5=CC=CC=C5)NC(=O)OC(C)(C)C)O)O)OC(=O)C6=CC=CC=C6)(CO4)OC(=O)C)O)C)O. Cell line: SW-620. Synergy scores: CSS=39.4, Synergy_ZIP=-0.117, Synergy_Bliss=-0.461, Synergy_Loewe=-1.65, Synergy_HSA=-0.0524. (3) Drug 1: C1CCC(CC1)NC(=O)N(CCCl)N=O. Drug 2: CCCCC(=O)OCC(=O)C1(CC(C2=C(C1)C(=C3C(=C2O)C(=O)C4=C(C3=O)C=CC=C4OC)O)OC5CC(C(C(O5)C)O)NC(=O)C(F)(F)F)O. Cell line: RPMI-8226. Synergy scores: CSS=20.8, Synergy_ZIP=-1.60, Synergy_Bliss=1.78, Synergy_Loewe=0.394, Synergy_HSA=1.50.